This data is from Reaction yield outcomes from USPTO patents with 853,638 reactions. The task is: Predict the reaction yield, written as a fraction of the theoretical maximum amount of product (1.0 means a 100% yield; for example, 0.34 means a 34% yield). (1) The reactants are [CH3:1][O:2][CH2:3][C@@H:4]1[C@H:6](/[CH:7]=[CH:8]/[C:9](/[CH3:16])=[CH:10]/[C:11]([O:13][CH2:14][CH3:15])=[O:12])[C@@:5]1([CH3:31])[C:17]1[CH:26]=[CH:25][C:24]2[C:23]([CH3:28])([CH3:27])[CH2:22][CH2:21][C:20]([CH3:30])([CH3:29])[C:19]=2[CH:18]=1.COC[C@H]1[C@@H](C=O)[C@@]1(C)C1C=CC2C(C)(C)CCC(C)(C)C=2C=1. No catalyst specified. The product is [CH3:1][O:2][CH2:3][C@H:4]1[C@@H:6](/[CH:7]=[CH:8]/[C:9](/[CH3:16])=[CH:10]/[C:11]([O:13][CH2:14][CH3:15])=[O:12])[C@:5]1([CH3:31])[C:17]1[CH:26]=[CH:25][C:24]2[C:23]([CH3:28])([CH3:27])[CH2:22][CH2:21][C:20]([CH3:30])([CH3:29])[C:19]=2[CH:18]=1. The yield is 0.660. (2) The reactants are [C:1]([C:4]1([NH:10][C:11]([C:13]2[CH:14]=[N:15][N:16]3[C:21]([C:22]4[CH:27]=[CH:26][C:25]([Cl:28])=[CH:24][CH:23]=4)=[C:20]([C:29]4[CH:34]=[CH:33][CH:32]=[CH:31][C:30]=4[Cl:35])[CH:19]=[N:18][C:17]=23)=[O:12])[CH2:9][CH2:8][CH2:7][CH2:6][CH2:5]1)(O)=[O:2].Cl.CN.O.O[N:41]1[C:45]2C=CC=CC=2N=N1.Cl.CN(C)CCCN=C=NCC.C(=O)([O-])O.[Na+]. The catalyst is C(Cl)Cl.C(N(CC)CC)C. The product is [Cl:35][C:30]1[CH:31]=[CH:32][CH:33]=[CH:34][C:29]=1[C:20]1[CH:19]=[N:18][C:17]2[N:16]([N:15]=[CH:14][C:13]=2[C:11](=[O:12])[NH:10][C:4]2([C:1](=[O:2])[NH:41][CH3:45])[CH2:9][CH2:8][CH2:7][CH2:6][CH2:5]2)[C:21]=1[C:22]1[CH:23]=[CH:24][C:25]([Cl:28])=[CH:26][CH:27]=1. The yield is 0.610. (3) The reactants are [C:1]([C:5]1[O:9][N:8]=[C:7]([NH:10][C:11]([NH:13][C:14]2[CH:19]=[CH:18][CH:17]=[C:16]([O:20][C:21]3[C:30]4[C:25](=[CH:26][C:27]([O:33][CH2:34][CH2:35][CH2:36]Cl)=[C:28]([O:31][CH3:32])[CH:29]=4)[N:24]=[CH:23][N:22]=3)[CH:15]=2)=[O:12])[CH:6]=1)([CH3:4])([CH3:3])[CH3:2].[NH:38]1[CH2:43][CH2:42][S:41](=[O:45])(=[O:44])[CH2:40][CH2:39]1.C(N(C(C)C)CC)(C)C. The catalyst is CN(C=O)C.[I-].C([N+](CCCC)(CCCC)CCCC)CCC. The product is [C:1]([C:5]1[O:9][N:8]=[C:7]([NH:10][C:11]([NH:13][C:14]2[CH:19]=[CH:18][CH:17]=[C:16]([O:20][C:21]3[C:30]4[C:25](=[CH:26][C:27]([O:33][CH2:34][CH2:35][CH2:36][N:38]5[CH2:43][CH2:42][S:41](=[O:45])(=[O:44])[CH2:40][CH2:39]5)=[C:28]([O:31][CH3:32])[CH:29]=4)[N:24]=[CH:23][N:22]=3)[CH:15]=2)=[O:12])[CH:6]=1)([CH3:4])([CH3:3])[CH3:2]. The yield is 3.10. (4) The catalyst is CN(C)C=O. The reactants are [Br:1]N1C(=O)CCC1=O.[CH2:9]([O:16][C:17]1[CH:22]=[CH:21][CH:20]=[C:19]([O:23][CH2:24][C:25]2[CH:30]=[CH:29][CH:28]=[CH:27][CH:26]=2)[C:18]=1[C:31]([F:34])([F:33])[F:32])[C:10]1[CH:15]=[CH:14][CH:13]=[CH:12][CH:11]=1.O. The yield is 0.980. The product is [CH2:24]([O:23][C:19]1[CH:20]=[CH:21][C:22]([Br:1])=[C:17]([O:16][CH2:9][C:10]2[CH:11]=[CH:12][CH:13]=[CH:14][CH:15]=2)[C:18]=1[C:31]([F:33])([F:32])[F:34])[C:25]1[CH:26]=[CH:27][CH:28]=[CH:29][CH:30]=1.